From a dataset of Forward reaction prediction with 1.9M reactions from USPTO patents (1976-2016). Predict the product of the given reaction. (1) Given the reactants [C:1]1([C:7]2[CH:11]=[CH:10][NH:9][C:8]=2[C:12]([NH:14][NH2:15])=[O:13])[CH:6]=[CH:5][CH:4]=[CH:3][CH:2]=1.CCN(C(C)C)C(C)C.Cl[C:26]([O:28][CH3:29])=[O:27], predict the reaction product. The product is: [C:1]1([C:7]2[CH:11]=[CH:10][NH:9][C:8]=2[C:12]([NH:14][NH:15][C:26]([O:28][CH3:29])=[O:27])=[O:13])[CH:2]=[CH:3][CH:4]=[CH:5][CH:6]=1. (2) Given the reactants C([N:5]1[C:9](=[O:10])[C:8]([NH:11][CH2:12][CH2:13][CH2:14][CH2:15][C:16]2[CH:21]=[CH:20][CH:19]=[CH:18][CH:17]=2)=[C:7]([C:22]2[CH:27]=[CH:26][CH:25]=[CH:24][CH:23]=2)[S:6]1(=[O:29])=[O:28])(C)(C)C.Cl[CH2:31][C:32]1[CH:37]=[CH:36][N:35]=[CH:34][CH:33]=1, predict the reaction product. The product is: [C:22]1([C:7]2[S:6](=[O:29])(=[O:28])[N:5]([CH2:31][C:32]3[CH:37]=[CH:36][N:35]=[CH:34][CH:33]=3)[C:9](=[O:10])[C:8]=2[NH:11][CH2:12][CH2:13][CH2:14][CH2:15][C:16]2[CH:21]=[CH:20][CH:19]=[CH:18][CH:17]=2)[CH:23]=[CH:24][CH:25]=[CH:26][CH:27]=1. (3) Given the reactants Cl[C:2]1[CH:7]=[CH:6][N:5]=[CH:4][C:3]=1[N+:8]([O-:10])=[O:9].[NH:11]1[CH2:15][CH2:14][C@@H:13]([NH:16][C:17](=[O:23])[O:18][C:19]([CH3:22])([CH3:21])[CH3:20])[CH2:12]1.CCN(C(C)C)C(C)C, predict the reaction product. The product is: [N+:8]([C:3]1[CH:4]=[N:5][CH:6]=[CH:7][C:2]=1[N:11]1[CH2:15][CH2:14][C@@H:13]([NH:16][C:17](=[O:23])[O:18][C:19]([CH3:21])([CH3:20])[CH3:22])[CH2:12]1)([O-:10])=[O:9]. (4) Given the reactants [CH2:1]([N:3]([CH2:26]C)[C:4](=[O:25])[O:5][C:6]1[CH:11]=[C:10]([C:12]([CH3:15])([CH3:14])[CH3:13])[CH:9]=[C:8]([CH3:16])[C:7]=1[O:17][C:18](=[O:24])[N:19]([CH2:22]C)[CH2:20]C)C.CN(C)C(Cl)=O, predict the reaction product. The product is: [CH3:26][N:3]([CH3:1])[C:4](=[O:25])[O:5][C:6]1[CH:11]=[C:10]([C:12]([CH3:14])([CH3:13])[CH3:15])[CH:9]=[C:8]([CH3:16])[C:7]=1[O:17][C:18](=[O:24])[N:19]([CH3:22])[CH3:20]. (5) Given the reactants [CH3:1][C:2]1[C:3]([N+:12]([O-])=O)=[CH:4][CH:5]=[C:6]2[C:11]=1[N:10]=[CH:9][CH:8]=[CH:7]2.C([O-])=O.[NH4+], predict the reaction product. The product is: [NH2:12][C:3]1[C:2]([CH3:1])=[C:11]2[C:6]([CH:7]=[CH:8][CH:9]=[N:10]2)=[CH:5][CH:4]=1. (6) Given the reactants C([O:4][C:5]1[CH:6]=[C:7]2[C:12](=[CH:13][CH:14]=1)[N:11]=[CH:10][N:9]=[C:8]2Cl)(=O)C.[N:16]1[C:24]2[C:19](=[N:20][CH:21]=[CH:22][CH:23]=2)[S:18][C:17]=1[NH2:25], predict the reaction product. The product is: [OH:4][C:5]1[CH:6]=[C:7]2[C:12](=[CH:13][CH:14]=1)[N:11]=[CH:10][N:9]=[C:8]2[NH:25][C:17]1[S:18][C:19]2[C:24]([N:16]=1)=[CH:23][CH:22]=[CH:21][N:20]=2. (7) Given the reactants ClC(Cl)(Cl)[C:3]([C:5]1[N:14]2[C:8]([CH2:9][N:10]([C:19](=[O:29])[CH2:20][O:21][C:22]3[CH:27]=[CH:26][C:25]([Cl:28])=[CH:24][CH:23]=3)[C:11]3[CH:18]=[CH:17][CH:16]=[CH:15][C:12]=3[CH2:13]2)=[CH:7][CH:6]=1)=[O:4].[NH2:32][CH2:33][CH2:34][C:35]1[CH:40]=[CH:39][C:38]([OH:41])=[CH:37][CH:36]=1, predict the reaction product. The product is: [Cl:28][C:25]1[CH:26]=[CH:27][C:22]([O:21][CH2:20][C:19]([N:10]2[C:11]3[CH:18]=[CH:17][CH:16]=[CH:15][C:12]=3[CH2:13][N:14]3[C:5]([C:3]([NH:32][CH2:33][CH2:34][C:35]4[CH:40]=[CH:39][C:38]([OH:41])=[CH:37][CH:36]=4)=[O:4])=[CH:6][CH:7]=[C:8]3[CH2:9]2)=[O:29])=[CH:23][CH:24]=1. (8) Given the reactants P([O-])([O-])(O)=O.[Na+].[Na+].P([O-])(O)(O)=[O:9].[K+].[Cl-].[NH4+].[Cl-].[Na+].O=[CH:19][C@@H:20]([C@H:22]([C@@H:24]([C@@H:26]([CH2:28][OH:29])O)[OH:25])O)O.[CH3:30][CH2:31][CH2:32][CH2:33][CH2:34]C1C=CC=CC=1.C(C1C=CC=CC=1CCCCC)=C, predict the reaction product. The product is: [OH:25][CH:24]([CH2:22][CH2:20][C:19]1[CH:34]=[CH:33][CH:32]=[CH:31][CH:30]=1)[CH2:26][C:28]([OH:29])=[O:9].